From a dataset of Forward reaction prediction with 1.9M reactions from USPTO patents (1976-2016). Predict the product of the given reaction. (1) Given the reactants C(OC([N:8]1[CH2:12][C@@H:11]([CH2:13][N:14]([CH:31]([CH3:33])[CH3:32])[C:15](=[O:30])[C:16]2[CH:21]=[CH:20][C:19]([O:22][CH3:23])=[C:18]([O:24][CH2:25][CH2:26][CH2:27][O:28][CH3:29])[CH:17]=2)[C@H:10]([OH:34])[CH2:9]1)=O)(C)(C)C.[N:35]([CH2:38][C:39]1[O:40][CH:41]=[CH:42][CH:43]=1)=[C:36]=[O:37].CC#N.O.CC#N, predict the reaction product. The product is: [CH:31]([N:14]([CH2:13][C@@H:11]1[CH2:12][NH:8][CH2:9][C@H:10]1[O:34][C:36](=[O:37])[NH:35][CH2:38][C:39]1[O:40][CH:41]=[CH:42][CH:43]=1)[C:15](=[O:30])[C:16]1[CH:21]=[CH:20][C:19]([O:22][CH3:23])=[C:18]([O:24][CH2:25][CH2:26][CH2:27][O:28][CH3:29])[CH:17]=1)([CH3:33])[CH3:32]. (2) Given the reactants C([NH:8][C@H:9]1[CH2:13][CH2:12][C@@H:11]([C:14]2[C:22]3[C:17](=[CH:18][CH:19]=[CH:20][CH:21]=3)[NH:16][CH:15]=2)[CH2:10]1)C1C=CC=CC=1.C([O-])=O.[NH4+], predict the reaction product. The product is: [NH:16]1[C:17]2[C:22](=[CH:21][CH:20]=[CH:19][CH:18]=2)[C:14]([C@@H:11]2[CH2:12][CH2:13][C@H:9]([NH2:8])[CH2:10]2)=[CH:15]1. (3) Given the reactants C([O:5][P:6]([O:37]C(C)(C)C)([O:8][CH2:9][O:10][C:11]([N:13]1[C:21]2[C:16](=[CH:17][CH:18]=[C:19]([C:22]([F:25])([F:24])[F:23])[CH:20]=2)[C@@:15]([C:27]2[CH:32]=[C:31]([Cl:33])[CH:30]=[CH:29][C:28]=2[O:34][CH3:35])([F:26])[C:14]1=[O:36])=[O:12])=[O:7])(C)(C)C.FC(F)(F)C(O)=O, predict the reaction product. The product is: [P:6]([O:8][CH2:9][O:10][C:11]([N:13]1[C:21]2[C:16](=[CH:17][CH:18]=[C:19]([C:22]([F:23])([F:24])[F:25])[CH:20]=2)[C@@:15]([C:27]2[CH:32]=[C:31]([Cl:33])[CH:30]=[CH:29][C:28]=2[O:34][CH3:35])([F:26])[C:14]1=[O:36])=[O:12])([OH:7])([OH:37])=[O:5]. (4) Given the reactants [C:1]([CH:9]([NH:11][C:12](=[O:22])[C:13]1[CH:18]=[CH:17][CH:16]=[CH:15][C:14]=1[NH:19][CH:20]=O)C)(=O)[C:2]1[CH:7]=[CH:6][CH:5]=[CH:4]C=1.[Br:23]Br.[C:25](O)(=O)[CH3:26], predict the reaction product. The product is: [CH2:25]([C:20]1[N:11]([CH2:9][C:1]2[CH:2]=[CH:7][CH:6]=[CH:5][CH:4]=2)[C:12](=[O:22])[C:13]2[C:14](=[CH:15][CH:16]=[CH:17][CH:18]=2)[N:19]=1)[CH3:26].[Br:23][CH:25]([C:20]1[N:11]([CH2:9][C:1]2[CH:2]=[CH:7][CH:6]=[CH:5][CH:4]=2)[C:12](=[O:22])[C:13]2[C:14](=[CH:15][CH:16]=[CH:17][CH:18]=2)[N:19]=1)[CH3:26].